This data is from Forward reaction prediction with 1.9M reactions from USPTO patents (1976-2016). The task is: Predict the product of the given reaction. Given the reactants C[O:2][C:3]([C:5]1[N:6]=[C:7]([CH2:13][C:14]2[CH:19]=[C:18]([C:20]([F:23])([F:22])[F:21])[CH:17]=[CH:16][C:15]=2[Br:24])[NH:8][C:9](=[O:12])[C:10]=1[OH:11])=O.[CH3:25][NH2:26], predict the reaction product. The product is: [CH3:25][NH:26][C:3]([C:5]1[N:6]=[C:7]([CH2:13][C:14]2[CH:19]=[C:18]([C:20]([F:21])([F:22])[F:23])[CH:17]=[CH:16][C:15]=2[Br:24])[NH:8][C:9](=[O:12])[C:10]=1[OH:11])=[O:2].